From a dataset of Reaction yield outcomes from USPTO patents with 853,638 reactions. Predict the reaction yield, written as a fraction of the theoretical maximum amount of product (1.0 means a 100% yield; for example, 0.34 means a 34% yield). The reactants are [O:1]1[C:5]2[CH:6]=[CH:7][C:8]([C:10]3([C:13]([NH:15][C:16]4[CH:17]=[CH:18][C:19]([CH2:33][C:34]#[N:35])=[C:20]([C:22]5[CH:27]=[CH:26][C:25]([C:28]([N:30]([CH3:32])[CH3:31])=[O:29])=[CH:24][CH:23]=5)[CH:21]=4)=[O:14])[CH2:12][CH2:11]3)=[CH:9][C:4]=2[O:3][CH2:2]1.[OH:36]O.[OH-].[Na+]. The catalyst is CO. The product is [NH2:35][C:34](=[O:36])[CH2:33][C:19]1[CH:18]=[CH:17][C:16]([NH:15][C:13]([C:10]2([C:8]3[CH:7]=[CH:6][C:5]4[O:1][CH2:2][O:3][C:4]=4[CH:9]=3)[CH2:11][CH2:12]2)=[O:14])=[CH:21][C:20]=1[C:22]1[CH:27]=[CH:26][C:25]([C:28]([N:30]([CH3:32])[CH3:31])=[O:29])=[CH:24][CH:23]=1. The yield is 0.230.